Predict the reaction yield, written as a fraction of the theoretical maximum amount of product (1.0 means a 100% yield; for example, 0.34 means a 34% yield). From a dataset of Reaction yield outcomes from USPTO patents with 853,638 reactions. (1) The reactants are [Cl:1][C:2]1[CH:7]=[C:6]([Cl:8])[CH:5]=[CH:4][C:3]=1[C:9]1[NH:13][C:12]2[C:14]([OH:21])=[CH:15][CH:16]=[C:17]([C:18]([OH:20])=[O:19])[C:11]=2[N:10]=1.OS(O)(=O)=O.[CH3:27]O. The product is [CH3:27][O:19][C:18]([C:17]1[C:11]2[N:10]=[C:9]([C:3]3[CH:4]=[CH:5][C:6]([Cl:8])=[CH:7][C:2]=3[Cl:1])[NH:13][C:12]=2[C:14]([OH:21])=[CH:15][CH:16]=1)=[O:20]. No catalyst specified. The yield is 0.860. (2) The reactants are [CH2:1]([O:8][C:9](=[O:19])[NH:10][C:11]1[CH:16]=[CH:15][C:14]([F:17])=[CH:13][C:12]=1[F:18])[C:2]1[CH:7]=[CH:6][CH:5]=[CH:4][CH:3]=1.[O:20]1CCC[CH2:21]1.C([Li])CCC.CN(C)C=O. The catalyst is O. The product is [CH2:1]([O:8][C:9](=[O:19])[NH:10][C:11]1[CH:16]=[CH:15][C:14]([F:17])=[C:13]([CH:21]=[O:20])[C:12]=1[F:18])[C:2]1[CH:3]=[CH:4][CH:5]=[CH:6][CH:7]=1. The yield is 0.710.